Dataset: Reaction yield outcomes from USPTO patents with 853,638 reactions. Task: Predict the reaction yield, written as a fraction of the theoretical maximum amount of product (1.0 means a 100% yield; for example, 0.34 means a 34% yield). (1) The catalyst is CO. The reactants are [CH3:1][O:2][C:3](=[O:13])[C:4]1[CH:9]=[C:8]([OH:10])[C:7]([Br:11])=[C:6]([OH:12])[CH:5]=1.Cl[CH2:15][C:16]([CH3:18])=[CH2:17]. The yield is 0.136. The product is [CH3:1][O:2][C:3](=[O:13])[C:4]1[CH:9]=[C:8]([O:10][CH2:17][C:16]([CH3:18])=[CH2:15])[C:7]([Br:11])=[C:6]([OH:12])[CH:5]=1. (2) The reactants are Br[C:2]1[CH:7]=[C:6]([Cl:8])[C:5]([CH3:9])=[CH:4][C:3]=1[F:10].C([Mg]Cl)(C)C.[C:16](=[O:18])=[O:17]. The catalyst is C1COCC1. The product is [Cl:8][C:6]1[C:5]([CH3:9])=[CH:4][C:3]([F:10])=[C:2]([CH:7]=1)[C:16]([OH:18])=[O:17]. The yield is 0.490. (3) The reactants are [CH3:1][O:2][CH2:3][C:4]([CH2:6][O:7][CH3:8])=[CH2:5].B.C1C[O:13]CC1.B(O[O-])=O.[Na+]. The catalyst is C1COCC1.C(Cl)Cl. The product is [CH3:1][O:2][CH2:3][CH:4]([CH2:6][O:7][CH3:8])[CH2:5][OH:13]. The yield is 0.480. (4) The reactants are [NH2:1][C:2]1[N:7]=[C:6]([C:8]2[CH:13]=[CH:12][C:11]([Cl:14])=[CH:10][C:9]=2[F:15])[N:5]=[C:4]([C:16]([O:18][CH3:19])=[O:17])[C:3]=1I.[CH3:21][Si:22]([CH3:39])([CH3:38])/[CH:23]=[CH:24]/[Sn](CCCC)(CCCC)CCCC. The catalyst is O1CCOCC1.C(OCC)(=O)C.O.C1C=CC([P]([Pd]([P](C2C=CC=CC=2)(C2C=CC=CC=2)C2C=CC=CC=2)([P](C2C=CC=CC=2)(C2C=CC=CC=2)C2C=CC=CC=2)[P](C2C=CC=CC=2)(C2C=CC=CC=2)C2C=CC=CC=2)(C2C=CC=CC=2)C2C=CC=CC=2)=CC=1. The product is [NH2:1][C:2]1[N:7]=[C:6]([C:8]2[CH:13]=[CH:12][C:11]([Cl:14])=[CH:10][C:9]=2[F:15])[N:5]=[C:4]([C:16]([O:18][CH3:19])=[O:17])[C:3]=1/[CH:24]=[CH:23]/[Si:22]([CH3:39])([CH3:38])[CH3:21]. The yield is 0.760. (5) The reactants are Br[C:2]1[CH:11]=[CH:10][C:5]2[O:6][CH2:7][CH2:8][O:9][C:4]=2[CH:3]=1.C([Li])CCC.[CH3:17][O:18][C:19]1[CH:20]=[C:21]([CH:24]=[C:25]([O:27][CH3:28])[CH:26]=1)[CH:22]=[O:23].CC(O)C. The catalyst is C1COCC1.O. The product is [O:6]1[C:5]2[CH:10]=[CH:11][C:2]([CH:22]([C:21]3[CH:24]=[C:25]([O:27][CH3:28])[CH:26]=[C:19]([O:18][CH3:17])[CH:20]=3)[OH:23])=[CH:3][C:4]=2[O:9][CH2:8][CH2:7]1. The yield is 0.910. (6) The reactants are [NH2:1][CH2:2][CH2:3][CH2:4][O:5][C:6]1[CH:7]=[C:8]2[C:12](=[CH:13][CH:14]=1)[NH:11][C:10]([CH2:15][CH2:16][C:17]([O:19][CH3:20])=[O:18])=[CH:9]2.[CH2:21]([N:28]=[C:29]=[O:30])[C:22]1[CH:27]=[CH:26][CH:25]=[CH:24][CH:23]=1. The catalyst is C(#N)C. The product is [CH2:21]([NH:28][C:29]([NH:1][CH2:2][CH2:3][CH2:4][O:5][C:6]1[CH:7]=[C:8]2[C:12](=[CH:13][CH:14]=1)[NH:11][C:10]([CH2:15][CH2:16][C:17]([O:19][CH3:20])=[O:18])=[CH:9]2)=[O:30])[C:22]1[CH:27]=[CH:26][CH:25]=[CH:24][CH:23]=1. The yield is 0.420. (7) The reactants are Cl[C:2]1[N:7]=[C:6]([C:8]#[N:9])[CH:5]=[CH:4][N:3]=1.[NH2:10][CH:11]([CH2:24][CH:25]1[CH2:30][CH2:29][CH2:28][CH2:27][CH2:26]1)[C:12]([NH:14][C:15]1([C:22]#[N:23])[CH2:20][CH2:19][N:18]([CH3:21])[CH2:17][CH2:16]1)=[O:13].C(N(CC)C(C)C)(C)C. The catalyst is C(#N)C. The product is [C:22]([C:15]1([NH:14][C:12](=[O:13])[CH:11]([NH:10][C:2]2[N:7]=[C:6]([C:8]#[N:9])[CH:5]=[CH:4][N:3]=2)[CH2:24][CH:25]2[CH2:26][CH2:27][CH2:28][CH2:29][CH2:30]2)[CH2:16][CH2:17][N:18]([CH3:21])[CH2:19][CH2:20]1)#[N:23]. The yield is 0.520. (8) The reactants are Cl.Cl[C:3]1[N:16]2[C:7](=[N:8][C:9]3[C:14]([C:15]2=[O:17])=[C:13]([F:18])[CH:12]=[CH:11][CH:10]=3)[C:6]2[CH:19]=[CH:20][N:21]([S:22]([C:25]3[CH:30]=[CH:29][C:28]([CH3:31])=[CH:27][CH:26]=3)(=[O:24])=[O:23])[C:5]=2[N:4]=1.[CH3:32][O:33][C:34]1[CH:35]=[C:36]2[C:40](=[CH:41][C:42]=1[NH2:43])[N:39]([C:44](=[O:51])[C@H:45]1[CH2:49][CH2:48][CH2:47][N:46]1[CH3:50])[CH2:38][CH2:37]2.C(=O)(O)[O-].[Na+].ClCCl. The catalyst is FC(F)(F)CO. The product is [F:18][C:13]1[CH:12]=[CH:11][CH:10]=[C:9]2[C:14]=1[C:15](=[O:17])[N:16]1[C:3]([NH:43][C:42]3[CH:41]=[C:40]4[C:36]([CH2:37][CH2:38][N:39]4[C:44](=[O:51])[C@H:45]4[CH2:49][CH2:48][CH2:47][N:46]4[CH3:50])=[CH:35][C:34]=3[O:33][CH3:32])=[N:4][C:5]3[N:21]([S:22]([C:25]4[CH:26]=[CH:27][C:28]([CH3:31])=[CH:29][CH:30]=4)(=[O:23])=[O:24])[CH:20]=[CH:19][C:6]=3[C:7]1=[N:8]2. The yield is 0.543. (9) The reactants are [NH2:1][C:2]1[NH:7][CH:6]=[N:5][C:4](=[O:8])[C:3]=1[CH3:9].[C:10]1(P(C2C=CC=CC=2)C2C=CC=CC=2)C=CC=CC=1.CO.CC(OC(/N=N/C(OC(C)C)=O)=O)C. The catalyst is C1COCC1. The product is [CH3:9][C:3]1[C:2]([NH2:1])=[N:7][CH:6]=[N:5][C:4]=1[O:8][CH3:10]. The yield is 0.280.